Dataset: Reaction yield outcomes from USPTO patents with 853,638 reactions. Task: Predict the reaction yield, written as a fraction of the theoretical maximum amount of product (1.0 means a 100% yield; for example, 0.34 means a 34% yield). The reactants are [C:1]([C:5]1[CH:11]=[CH:10][C:8]([NH2:9])=[CH:7][CH:6]=1)([CH3:4])([CH3:3])[CH3:2].[C:12]([C:16]1[CH:31]=[CH:30][CH:29]=[CH:28][C:17]=1[O:18][C:19]1[C:24]([N:25]=[C:26]=[S:27])=[CH:23][CH:22]=[CH:21][N:20]=1)([CH3:15])([CH3:14])[CH3:13]. The catalyst is ClCCCl. The product is [C:12]([C:16]1[CH:31]=[CH:30][CH:29]=[CH:28][C:17]=1[O:18][C:19]1[C:24]([NH:25][C:26]([NH:9][C:8]2[CH:7]=[CH:6][C:5]([C:1]([CH3:4])([CH3:2])[CH3:3])=[CH:11][CH:10]=2)=[S:27])=[CH:23][CH:22]=[CH:21][N:20]=1)([CH3:15])([CH3:13])[CH3:14]. The yield is 0.520.